Task: Predict which catalyst facilitates the given reaction.. Dataset: Catalyst prediction with 721,799 reactions and 888 catalyst types from USPTO (1) Reactant: [Br:1][C:2]1[N:7]=[C:6]([CH:8]([C:10]2[CH:15]=[CH:14][CH:13]=[C:12]([Br:16])[N:11]=2)O)[CH:5]=[CH:4][CH:3]=1.C1(P(C2C=CC=CC=2)C2C=CC=CC=2)C=CC=CC=1.C(Cl)(Cl)(Cl)[Cl:37]. Product: [Br:1][C:2]1[CH:3]=[CH:4][CH:5]=[C:6]([CH:8]([C:10]2[CH:15]=[CH:14][CH:13]=[C:12]([Br:16])[N:11]=2)[Cl:37])[N:7]=1. The catalyst class is: 2. (2) Reactant: C([NH:7][C:8]1[CH:37]=[CH:36][C:11]([O:12][C:13]2[CH:22]=[C:21]3[C:16]([N:17]=[CH:18][C:19]([N:23]4[CH2:28][CH2:27][N:26](C(OC(C)(C)C)=O)[CH2:25][CH2:24]4)=[N:20]3)=[CH:15][CH:14]=2)=[CH:10][CH:9]=1)(=O)C(C)(C)C.Cl.[OH-].[Na+]. Product: [N:23]1([C:19]2[CH:18]=[N:17][C:16]3[C:21]([N:20]=2)=[CH:22][C:13]([O:12][C:11]2[CH:36]=[CH:37][C:8]([NH2:7])=[CH:9][CH:10]=2)=[CH:14][CH:15]=3)[CH2:28][CH2:27][NH:26][CH2:25][CH2:24]1. The catalyst class is: 52. (3) Reactant: [CH3:1][O:2][CH2:3][CH2:4][O:5][C:6]1[CH:17]=[CH:16][C:9]2[N:10]=[C:11](N)[N:12]=[N+:13]([O-:14])[C:8]=2[CH:7]=1.N([O-])=[O:19].[Na+]. Product: [OH:19][C:11]1[N:12]=[N+:13]([O-:14])[C:8]2[CH:7]=[C:6]([O:5][CH2:4][CH2:3][O:2][CH3:1])[CH:17]=[CH:16][C:9]=2[N:10]=1. The catalyst class is: 126. (4) Reactant: [OH-].[K+:2].C[O:4][C:5]([C:7]1[CH:8]=[C:9]([C:17]#[C:18][C:19]2[CH:24]=[CH:23][CH:22]=[CH:21][CH:20]=2)[CH:10]=[C:11]([C:13]([O:15]C)=[O:14])[CH:12]=1)=[O:6]. Product: [C:19]1([C:18]#[C:17][C:9]2[CH:10]=[C:11]([C:13]([O-:15])=[O:14])[CH:12]=[C:7]([CH:8]=2)[C:5]([O-:6])=[O:4])[CH:24]=[CH:23][CH:22]=[CH:21][CH:20]=1.[K+:2].[K+:2]. The catalyst class is: 51. (5) Reactant: [Li]CCCC.I[C:7]1[CH:12]=[CH:11][C:10]([CH2:13][CH2:14][CH2:15][CH2:16][CH2:17][CH2:18][CH2:19][CH3:20])=[CH:9][CH:8]=1.C(O[B:25]1[O:29][C:28]([CH3:31])([CH3:30])[C:27]([CH3:33])([CH3:32])[O:26]1)(C)C. Product: [CH3:32][C:27]1([CH3:33])[C:28]([CH3:31])([CH3:30])[O:29][B:25]([C:7]2[CH:12]=[CH:11][C:10]([CH2:13][CH2:14][CH2:15][CH2:16][CH2:17][CH2:18][CH2:19][CH3:20])=[CH:9][CH:8]=2)[O:26]1. The catalyst class is: 1. (6) Reactant: [CH2:1]([Li])[CH2:2][CH2:3][CH3:4].Br[C:7]1[CH:19]=[CH:18][C:17]2[C:16]3[C:11](=[CH:12][CH:13]=[CH:14][CH:15]=3)[C:10]3([C:31]4[CH:30]=[CH:29][CH:28]=[CH:27][C:26]=4[C:25]4[C:20]3=[CH:21][CH:22]=[CH:23][CH:24]=4)[C:9]=2[CH:8]=1.[S:32](Cl)(Cl)=[O:33].O. Product: [CH:1]1[C:31]2[C:10]3([C:9]4[CH:8]=[CH:7][CH:19]=[CH:18][C:17]=4[C:16]4[C:11]3=[CH:12][CH:13]=[CH:14][CH:15]=4)[C:20]3[C:25](=[CH:24][CH:23]=[CH:22][CH:21]=3)[C:26]=2[CH:4]=[CH:3][C:2]=1[S:32]([C:7]1[CH:8]=[CH:9][C:17]2[C:16]3[C:11](=[CH:12][CH:13]=[CH:14][CH:15]=3)[C:10]3([C:31]4[CH:30]=[CH:29][CH:28]=[CH:27][C:26]=4[C:25]4[C:20]3=[CH:21][CH:22]=[CH:23][CH:24]=4)[C:18]=2[CH:19]=1)=[O:33]. The catalyst class is: 1. (7) Reactant: [NH2:1][CH2:2][CH2:3][CH2:4][CH2:5][N:6]1[C:18]2[C:17]3[CH:16]=[CH:15][C:14]([Br:19])=[CH:13][C:12]=3[N:11]=[C:10]([NH2:20])[C:9]=2[N:8]=[C:7]1[CH2:21][CH2:22][CH3:23].[CH:24]([N:27]=[C:28]=[O:29])([CH3:26])[CH3:25]. Product: [NH2:20][C:10]1[C:9]2[N:8]=[C:7]([CH2:21][CH2:22][CH3:23])[N:6]([CH2:5][CH2:4][CH2:3][CH2:2][NH:1][C:28]([NH:27][CH:24]([CH3:26])[CH3:25])=[O:29])[C:18]=2[C:17]2[CH:16]=[CH:15][C:14]([Br:19])=[CH:13][C:12]=2[N:11]=1. The catalyst class is: 22. (8) Reactant: [NH2:1][C:2]1[CH:9]=[CH:8][CH:7]=[C:6]([NH:10][CH3:11])[C:3]=1[C:4]#[N:5].[C:12]([N:20]=[C:21]=[O:22])(=[O:19])[C:13]1[CH:18]=[CH:17][CH:16]=[CH:15][CH:14]=1. Product: [C:4]([C:3]1[C:6]([NH:10][CH3:11])=[CH:7][CH:8]=[CH:9][C:2]=1[NH:1][C:21]([NH:20][C:12](=[O:19])[C:13]1[CH:14]=[CH:15][CH:16]=[CH:17][CH:18]=1)=[O:22])#[N:5]. The catalyst class is: 12. (9) Reactant: [F:1][C:2]1([F:15])[CH2:13][C:5]2[NH:6][C:7]([C:9]([O:11][CH3:12])=[O:10])=[CH:8][C:4]=2[C:3]1=O.C([SiH](CC)CC)C.CO.C(Cl)Cl. Product: [F:15][C:2]1([F:1])[CH2:13][C:5]2[NH:6][C:7]([C:9]([O:11][CH3:12])=[O:10])=[CH:8][C:4]=2[CH2:3]1. The catalyst class is: 67.